This data is from Peptide-MHC class II binding affinity with 134,281 pairs from IEDB. The task is: Regression. Given a peptide amino acid sequence and an MHC pseudo amino acid sequence, predict their binding affinity value. This is MHC class II binding data. (1) The MHC is DRB1_1101 with pseudo-sequence DRB1_1101. The peptide sequence is YDMFLANVSTVLTGK. The binding affinity (normalized) is 0.620. (2) The peptide sequence is WEFVNTPPLVKLWYQ. The MHC is DRB1_1501 with pseudo-sequence DRB1_1501. The binding affinity (normalized) is 0.501.